This data is from Full USPTO retrosynthesis dataset with 1.9M reactions from patents (1976-2016). The task is: Predict the reactants needed to synthesize the given product. (1) Given the product [CH2:1]([O:8][C:9]1[CH:13]=[C:12]([CH2:14][OH:15])[N:11]([CH3:18])[N:10]=1)[C:2]1[CH:3]=[CH:4][CH:5]=[CH:6][CH:7]=1, predict the reactants needed to synthesize it. The reactants are: [CH2:1]([O:8][C:9]1[CH:13]=[C:12]([C:14](OC)=[O:15])[N:11]([CH3:18])[N:10]=1)[C:2]1[CH:7]=[CH:6][CH:5]=[CH:4][CH:3]=1.[H-].[Al+3].[Li+].[H-].[H-].[H-].O.O.O.O.O.O.O.O.O.O.[O-]S([O-])(=O)=O.[Na+].[Na+]. (2) Given the product [NH2:15][C:10]1[O:11][CH2:12][C@H:13]([F:14])[C@:8]([C:6]2[CH:7]=[C:2]([NH:1][C:25]([C:22]3[CH:21]=[CH:20][C:19]([F:18])=[CH:24][N:23]=3)=[O:26])[CH:3]=[CH:4][C:5]=2[F:17])([CH3:16])[N:9]=1, predict the reactants needed to synthesize it. The reactants are: [NH2:1][C:2]1[CH:3]=[CH:4][C:5]([F:17])=[C:6]([C@:8]2([CH3:16])[C@@H:13]([F:14])[CH2:12][O:11][C:10]([NH2:15])=[N:9]2)[CH:7]=1.[F:18][C:19]1[CH:20]=[CH:21][C:22]([C:25](O)=[O:26])=[N:23][CH:24]=1. (3) Given the product [Br:20][C:21]1[CH:26]=[CH:25][C:24]([NH:1][C:2]2[CH:3]=[C:4]([NH:16][C:17](=[O:19])[CH3:18])[CH:5]=[C:6]([C:8]3[CH:13]=[CH:12][C:11]([F:14])=[CH:10][C:9]=3[F:15])[CH:7]=2)=[C:23]([N+:28]([O-:30])=[O:29])[CH:22]=1, predict the reactants needed to synthesize it. The reactants are: [NH2:1][C:2]1[CH:3]=[C:4]([NH:16][C:17](=[O:19])[CH3:18])[CH:5]=[C:6]([C:8]2[CH:13]=[CH:12][C:11]([F:14])=[CH:10][C:9]=2[F:15])[CH:7]=1.[Br:20][C:21]1[CH:26]=[CH:25][C:24](F)=[C:23]([N+:28]([O-:30])=[O:29])[CH:22]=1.[F-].[K+].